From a dataset of Catalyst prediction with 721,799 reactions and 888 catalyst types from USPTO. Predict which catalyst facilitates the given reaction. (1) Reactant: [Cl:1][C:2]1[CH:3]=[C:4]([NH:16][C:17]2[C:26]3[C:21](=[CH:22][C:23]([O:28][CH2:29][CH3:30])=[C:24]([NH2:27])[CH:25]=3)[N:20]=[CH:19][N:18]=2)[CH:5]=[CH:6][C:7]=1[O:8][CH2:9][C:10]1[CH:15]=[CH:14][CH:13]=[CH:12][N:11]=1.[Br:31][CH2:32]/[CH:33]=[CH:34]/[C:35](Cl)=[O:36].O. Product: [Br:31][CH2:32]/[CH:33]=[CH:34]/[C:35]([NH:27][C:24]1[CH:25]=[C:26]2[C:21](=[CH:22][C:23]=1[O:28][CH2:29][CH3:30])[N:20]=[CH:19][N:18]=[C:17]2[NH:16][C:4]1[CH:5]=[CH:6][C:7]([O:8][CH2:9][C:10]2[CH:15]=[CH:14][CH:13]=[CH:12][N:11]=2)=[C:2]([Cl:1])[CH:3]=1)=[O:36]. The catalyst class is: 1. (2) Reactant: [CH2:1]([O:3][C:4]1[CH:16]=[C:15]([N+:17]([O-])=O)[CH:14]=[CH:13][C:5]=1[C:6]([O:8][C:9]([CH3:12])([CH3:11])[CH3:10])=[O:7])[CH3:2]. Product: [NH2:17][C:15]1[CH:14]=[CH:13][C:5]([C:6]([O:8][C:9]([CH3:11])([CH3:12])[CH3:10])=[O:7])=[C:4]([O:3][CH2:1][CH3:2])[CH:16]=1. The catalyst class is: 178. (3) Reactant: [CH2:1]([N:8]1[C:16]2[C:11](=[CH:12][CH:13]=[C:14]([C:17]([O:19]CC)=[O:18])[CH:15]=2)[C:10]([C:22](=[O:33])[NH:23][CH2:24][C:25]2[CH:30]=[CH:29][C:28]([F:31])=[C:27]([F:32])[CH:26]=2)=[C:9]1[CH:34]([CH3:36])[CH3:35])[C:2]1[CH:7]=[CH:6][CH:5]=[CH:4][CH:3]=1.[OH-].[Na+].O. Product: [CH2:1]([N:8]1[C:16]2[C:11](=[CH:12][CH:13]=[C:14]([C:17]([OH:19])=[O:18])[CH:15]=2)[C:10]([C:22](=[O:33])[NH:23][CH2:24][C:25]2[CH:30]=[CH:29][C:28]([F:31])=[C:27]([F:32])[CH:26]=2)=[C:9]1[CH:34]([CH3:36])[CH3:35])[C:2]1[CH:7]=[CH:6][CH:5]=[CH:4][CH:3]=1. The catalyst class is: 14. (4) Reactant: O.O.O.[F:4][C:5]([F:13])([F:12])[C:6]([C:8]([F:11])([F:10])[F:9])=[O:7]. Product: [OH2:7].[F:4][C:5]([F:13])([F:12])[C:6]([C:8]([F:11])([F:10])[F:9])=[O:7]. The catalyst class is: 6. (5) Reactant: [CH2:1]([O:8][C:9]1[CH:14]=[CH:13][C:12](Br)=[CH:11][C:10]=1[C@@H:16]([C:26]1[CH:31]=[CH:30][CH:29]=[CH:28][CH:27]=1)[CH2:17][CH2:18][N:19]([CH:23]([CH3:25])[CH3:24])[CH:20]([CH3:22])[CH3:21])[C:2]1[CH:7]=[CH:6][CH:5]=[CH:4][CH:3]=1.[CH2:32]([O:36][CH2:37][CH2:38][CH2:39][CH2:40][CH2:41][C:42]#[N:43])[CH2:33][CH:34]=[CH2:35].C(N(C(C)C)CC)(C)C.C1(C)C=CC=CC=1P(C1C=CC=CC=1C)C1C=CC=CC=1C. Product: [NH3:19].[CH2:1]([O:8][C:9]1[CH:14]=[CH:13][C:12](/[CH:35]=[CH:34]/[CH2:33][CH2:32][O:36][CH2:37][CH2:38][CH2:39][CH2:40][CH2:41][C:42]#[N:43])=[CH:11][C:10]=1[C@@H:16]([C:26]1[CH:31]=[CH:30][CH:29]=[CH:28][CH:27]=1)[CH2:17][CH2:18][N:19]([CH:23]([CH3:25])[CH3:24])[CH:20]([CH3:22])[CH3:21])[C:2]1[CH:7]=[CH:6][CH:5]=[CH:4][CH:3]=1. The catalyst class is: 524. (6) Reactant: [Cl:1][C:2]1[CH:7]=[C:6]2[NH:8][C:9](=[O:31])[C:10]3([CH:14]([CH2:15][C:16]([CH3:19])([CH3:18])[CH3:17])[CH2:13][N:12]([C:20](Cl)=[O:21])[CH:11]3[C:23]3[CH:28]=[CH:27][CH:26]=[C:25]([Cl:29])[C:24]=3[F:30])[C:5]2=[CH:4][CH:3]=1.[CH3:32][N:33]1[CH:37]=[C:36]([CH2:38][NH2:39])[C:35]([CH3:40])=[N:34]1. Product: [CH3:32][N:33]1[CH:37]=[C:36]([CH2:38][NH:39][C:20]([N:12]2[CH2:13][CH:14]([CH2:15][C:16]([CH3:17])([CH3:19])[CH3:18])[C:10]3([C:5]4[C:6](=[CH:7][C:2]([Cl:1])=[CH:3][CH:4]=4)[NH:8][C:9]3=[O:31])[CH:11]2[C:23]2[CH:28]=[CH:27][CH:26]=[C:25]([Cl:29])[C:24]=2[F:30])=[O:21])[C:35]([CH3:40])=[N:34]1. The catalyst class is: 66. (7) Reactant: [Cl:1][C:2]1[CH:11]=[N:10][C:9]2[N:8]=[C:7]([N:12]3[CH2:15][CH:14]([N:16](C)[C:17](=O)OC(C)(C)C)[CH2:13]3)[N:6]3[N:25]=[C:26]([CH3:28])[N:27]=[C:5]3[C:4]=2[CH:3]=1.C(O)(C(F)(F)F)=O. Product: [Cl:1][C:2]1[CH:11]=[N:10][C:9]2[N:8]=[C:7]([N:12]3[CH2:13][CH:14]([NH:16][CH3:17])[CH2:15]3)[N:6]3[N:25]=[C:26]([CH3:28])[N:27]=[C:5]3[C:4]=2[CH:3]=1. The catalyst class is: 2.